This data is from Reaction yield outcomes from USPTO patents with 853,638 reactions. The task is: Predict the reaction yield, written as a fraction of the theoretical maximum amount of product (1.0 means a 100% yield; for example, 0.34 means a 34% yield). (1) The reactants are [Cl:1][C:2]1[N:7]=[CH:6][C:5]([C:8]([O:10][CH3:11])=[O:9])=[CH:4][C:3]=1[N+:12]([O-])=O.[Sn](Cl)Cl. The catalyst is CO.C(=O)(O)[O-].[Na+]. The product is [NH2:12][C:3]1[C:2]([Cl:1])=[N:7][CH:6]=[C:5]([CH:4]=1)[C:8]([O:10][CH3:11])=[O:9]. The yield is 0.920. (2) The reactants are [C:1]([O:4][CH2:5][CH:6]=[C:7]([CH3:10])[CH:8]=O)(=[O:3])[CH3:2].[C:11]1([S:17]([C:20]#[N:21])(=[O:19])=[O:18])[CH:16]=[CH:15][CH:14]=[CH:13][CH:12]=1.B(OCCCC)(OCCCC)OCCCC.C(O)CCC. No catalyst specified. The yield is 0.240. The product is [C:1]([O:4][C:5]1[C:20]([S:17]([C:11]2[CH:12]=[CH:13][CH:14]=[CH:15][CH:16]=2)(=[O:19])=[O:18])=[N:21][CH:8]=[C:7]([CH3:10])[CH:6]=1)(=[O:3])[CH3:2]. (3) The reactants are Cl.[Cl:2][C:3]1[C:4]([O:32]COC)=[CH:5][C:6]([O:28]COC)=[C:7]([CH:27]=1)[C:8]([N:10]1[CH2:14][CH2:13][CH2:12][CH:11]1[C:15]1[CH:16]=[C:17]([CH:23]=[CH:24][C:25]=1[CH3:26])[C:18]([NH:20][CH2:21][CH3:22])=[O:19])=[O:9].C([O-])(O)=O.[Na+]. The catalyst is CO. The product is [Cl:2][C:3]1[C:4]([OH:32])=[CH:5][C:6]([OH:28])=[C:7]([CH:27]=1)[C:8]([N:10]1[CH2:14][CH2:13][CH2:12][CH:11]1[C:15]1[CH:16]=[C:17]([CH:23]=[CH:24][C:25]=1[CH3:26])[C:18]([NH:20][CH2:21][CH3:22])=[O:19])=[O:9]. The yield is 0.648. (4) The reactants are [CH3:1][O:2][C:3]1[CH:4]=[C:5]2[C:10](=[CH:11][C:12]=1[O:13][CH3:14])[N:9]=[CH:8][N:7]=[C:6]2[O:15][C:16]1[CH:22]=[CH:21][C:19]([NH2:20])=[CH:18][CH:17]=1.C(N(CC)CC)C.[C:30](Cl)(Cl)=[S:31].[N:34]1([CH2:40][CH2:41][NH2:42])[CH2:39][CH2:38][CH2:37][CH2:36][CH2:35]1. The catalyst is CN(C)C=O.C(OCC)(=O)C. The product is [CH3:1][O:2][C:3]1[CH:4]=[C:5]2[C:10](=[CH:11][C:12]=1[O:13][CH3:14])[N:9]=[CH:8][N:7]=[C:6]2[O:15][C:16]1[CH:22]=[CH:21][C:19]([NH:20][C:30]([NH:42][CH2:41][CH2:40][N:34]2[CH2:39][CH2:38][CH2:37][CH2:36][CH2:35]2)=[S:31])=[CH:18][CH:17]=1. The yield is 0.450. (5) The reactants are C(O[C:6](=[O:28])[NH:7][C@@H:8]([CH2:21][C:22]1[CH:27]=[CH:26][CH:25]=[CH:24][CH:23]=1)[CH:9]([C:11](=[O:20])[NH:12][CH2:13][C:14]1[CH:19]=[CH:18][CH:17]=[CH:16][CH:15]=1)[OH:10])(C)(C)C.FC(F)(F)C(O)=O.[CH2:36]([O:43][C:44]([NH:46][C@@H:47]([CH3:59])[C:48]([NH:50][C@@H:51]([CH2:55][CH:56]([CH3:58])[CH3:57])C(O)=O)=[O:49])=[O:45])[C:37]1[CH:42]=[CH:41][CH:40]=[CH:39][CH:38]=1.C(N(CC)C(C)C)(C)C.CN(C(ON1N=NC2C=CC=NC1=2)=[N+](C)C)C.F[P-](F)(F)(F)(F)F. The catalyst is ClCCl.CN(C=O)C. The product is [CH2:36]([O:43][C:44](=[O:45])[NH:46][C@H:47]([C:48](=[O:49])[NH:50][C@H:51]([C:6](=[O:28])[NH:7][C@@H:8]([CH2:21][C:22]1[CH:23]=[CH:24][CH:25]=[CH:26][CH:27]=1)[CH:9]([C:11](=[O:20])[NH:12][CH2:13][C:14]1[CH:15]=[CH:16][CH:17]=[CH:18][CH:19]=1)[OH:10])[CH2:55][CH:56]([CH3:57])[CH3:58])[CH3:59])[C:37]1[CH:38]=[CH:39][CH:40]=[CH:41][CH:42]=1. The yield is 0.800. (6) The reactants are [F:1][C:2]1([F:23])[CH2:5][CH:4]([C:6]2[C:14]([C:15]3[NH:19][C:18]([CH2:20][CH3:21])=[N:17][N:16]=3)=[CH:13][C:9]([C:10](O)=[O:11])=[C:8]([CH3:22])[CH:7]=2)[CH2:3]1.Cl.[NH:25]1[CH2:30][CH2:29][CH:28]([C:31]2[CH:38]=[CH:37][C:34]([C:35]#[N:36])=[CH:33][CH:32]=2)[CH2:27][CH2:26]1.CCN=C=NCCCN(C)C.Cl. The catalyst is CN(C)C=O.CN(C)C1C=CN=CC=1.C(OCC)(=O)C. The product is [F:23][C:2]1([F:1])[CH2:5][CH:4]([C:6]2[C:14]([C:15]3[NH:19][C:18]([CH2:20][CH3:21])=[N:17][N:16]=3)=[CH:13][C:9]([C:10]([N:25]3[CH2:30][CH2:29][CH:28]([C:31]4[CH:38]=[CH:37][C:34]([C:35]#[N:36])=[CH:33][CH:32]=4)[CH2:27][CH2:26]3)=[O:11])=[C:8]([CH3:22])[CH:7]=2)[CH2:3]1. The yield is 0.580. (7) The reactants are [OH:1][C:2]1[C:10]2[C:5](=[CH:6][CH:7]=[CH:8][CH:9]=2)[NH:4][N:3]=1.Cl[CH2:12][C:13]1[O:17][C:16]([C:18]([O:20][CH2:21][CH3:22])=[O:19])=[CH:15][CH:14]=1.[OH-].[Na+].O. The catalyst is CS(C)=O. The product is [CH2:2]([O:1][C:2]1[C:10]2[C:5](=[CH:6][CH:7]=[CH:8][CH:9]=2)[N:4]([CH2:12][C:13]2[O:17][C:16]([C:18]([O:20][CH2:21][CH3:22])=[O:19])=[CH:15][CH:14]=2)[N:3]=1)[C:10]1[CH:5]=[CH:6][CH:7]=[CH:8][CH:9]=1. The yield is 0.790.